Dataset: Forward reaction prediction with 1.9M reactions from USPTO patents (1976-2016). Task: Predict the product of the given reaction. (1) Given the reactants [C:1]([Li])([CH3:4])([CH3:3])[CH3:2].[CH3:6][C@@:7]12[C@@H:15]([OH:16])[CH2:14][CH2:13][C@H:12]1[C@@H:11]1[CH2:17][CH2:18][C:19]3[C@@:25]([CH3:26])([C@H:10]1[CH2:9][CH2:8]2)[CH2:24]CC(=O)C=3, predict the reaction product. The product is: [CH2:2]=[C:1]1[CH2:4][CH2:24][C@@:25]2([CH3:26])[C:19]([CH2:18][CH2:17][C@@H:11]3[C@@H:10]2[CH2:9][CH2:8][C@@:7]2([CH3:6])[C@H:12]3[CH2:13][CH2:14][C@@H:15]2[OH:16])=[CH:3]1. (2) Given the reactants [NH2:1][CH2:2][CH:3]1[CH:7]2[CH2:8][CH2:9][CH2:10][CH:6]2[CH2:5][N:4]1[C:11]([C:13]1[CH:18]=[C:17]([CH3:19])[CH:16]=[CH:15][C:14]=1N1N=CC=N1)=[O:12].CC1C=CC([C:35]2[CH:36]=[N:37][N:38]([CH3:40])[CH:39]=2)=C(C=1)C(O)=O, predict the reaction product. The product is: [NH2:1][CH2:2][CH:3]1[CH:7]2[CH2:8][CH2:9][CH2:10][CH:6]2[CH2:5][N:4]1[C:11]([C:13]1[CH:18]=[C:17]([CH3:19])[CH:16]=[CH:15][C:14]=1[C:35]1[CH:36]=[N:37][N:38]([CH3:40])[CH:39]=1)=[O:12]. (3) Given the reactants [C:1]([C:4]([C@@:6]([C:20](=[O:22])[CH3:21])([C@:8]([C:17](=[O:19])[CH3:18])([C@H:10]([CH2:15][OH:16])[O:11][C:12](=[O:14])[CH3:13])[OH:9])[OH:7])=[O:5])(=O)[CH3:2].[C:23]1([SH:29])C=CC=C[CH:24]=1.Cl[Sn](Cl)(Cl)Cl.C([O-])(O)=O.[Na+], predict the reaction product. The product is: [S:29]1[CH:23]=[CH:24][CH:2]=[C:1]1[C:4]([C@@:6]([C:20](=[O:22])[CH3:21])([C@:8]([C:17](=[O:19])[CH3:18])([C@H:10]([CH2:15][OH:16])[O:11][C:12](=[O:14])[CH3:13])[OH:9])[OH:7])=[O:5]. (4) Given the reactants [NH2:1][CH:2]1[CH2:7][CH2:6][N:5]([CH2:8][C:9]2[CH:14]=[CH:13][CH:12]=[CH:11][CH:10]=2)[CH2:4][CH2:3]1.[S:15](N)([NH2:18])(=[O:17])=[O:16], predict the reaction product. The product is: [CH2:8]([N:5]1[CH2:6][CH2:7][CH:2]([NH:1][S:15]([NH2:18])(=[O:17])=[O:16])[CH2:3][CH2:4]1)[C:9]1[CH:14]=[CH:13][CH:12]=[CH:11][CH:10]=1. (5) Given the reactants [F:1][C:2]1[CH:7]=[CH:6][C:5]([CH:8]2[CH2:13][CH:12]([OH:14])[CH2:11][CH2:10][N:9]2[C:15]([O:17][C:18]2[CH:23]=[CH:22][CH:21]=[CH:20][CH:19]=2)=[O:16])=[CH:4][CH:3]=1.[H-].[Na+].[CH3:26]I, predict the reaction product. The product is: [F:1][C:2]1[CH:3]=[CH:4][C:5]([CH:8]2[CH2:13][CH:12]([O:14][CH3:26])[CH2:11][CH2:10][N:9]2[C:15]([O:17][C:18]2[CH:19]=[CH:20][CH:21]=[CH:22][CH:23]=2)=[O:16])=[CH:6][CH:7]=1. (6) Given the reactants Br[CH2:2][CH2:3][CH2:4][CH2:5][CH2:6][N:7]1C(=O)C2=CC=CC=C2C1=O.[C:18]1([OH:28])[C:27]2[C:22](=[CH:23][CH:24]=[CH:25][CH:26]=2)[CH:21]=[CH:20][CH:19]=1, predict the reaction product. The product is: [C:18]1([O:28][CH2:2][CH2:3][CH2:4][CH2:5][CH2:6][NH2:7])[C:27]2[C:22](=[CH:23][CH:24]=[CH:25][CH:26]=2)[CH:21]=[CH:20][CH:19]=1.